This data is from Catalyst prediction with 721,799 reactions and 888 catalyst types from USPTO. The task is: Predict which catalyst facilitates the given reaction. (1) Reactant: [ClH:1].[O:2]=[C:3]([NH:46][C:47]1[CH:52]=[CH:51][C:50]([C:53]2[NH:57][N:56]=[N:55][N:54]=2)=[CH:49][CH:48]=1)[C@@H:4]([NH:28][C:29]([C@H:31]1[CH2:36][CH2:35][C@H:34]([CH2:37][NH:38]C(=O)OC(C)(C)C)[CH2:33][CH2:32]1)=[O:30])[CH2:5][C:6]1[CH:7]=[C:8]([C:12]2[CH:17]=[CH:16][C:15]([C:18](=[O:27])[NH:19][CH2:20][CH2:21][N:22]3[CH2:26][CH2:25][CH2:24][CH2:23]3)=[CH:14][CH:13]=2)[CH:9]=[CH:10][CH:11]=1.C(#N)C. Product: [ClH:1].[NH2:38][CH2:37][C@H:34]1[CH2:33][CH2:32][C@H:31]([C:29]([NH:28][C@H:4]([C:3](=[O:2])[NH:46][C:47]2[CH:48]=[CH:49][C:50]([C:53]3[NH:57][N:56]=[N:55][N:54]=3)=[CH:51][CH:52]=2)[CH2:5][C:6]2[CH:7]=[C:8]([C:12]3[CH:13]=[CH:14][C:15]([C:18]([NH:19][CH2:20][CH2:21][N:22]4[CH2:26][CH2:25][CH2:24][CH2:23]4)=[O:27])=[CH:16][CH:17]=3)[CH:9]=[CH:10][CH:11]=2)=[O:30])[CH2:36][CH2:35]1. The catalyst class is: 12. (2) Product: [O:30]=[C:29]1[C:28]2[C:23](=[CH:24][CH:25]=[CH:26][CH:27]=2)[C:22](=[O:31])[N:21]1[CH2:20][C@H:10]1[C@H:11]([C:13]2[CH:14]=[CH:15][C:16]([F:19])=[CH:17][CH:18]=2)[CH2:12][N:8]([C:40]([O:42][C:43]([CH3:44])([CH3:45])[CH3:46])=[O:41])[CH2:9]1. Reactant: C([N:8]1[CH2:12][C@@H:11]([C:13]2[CH:18]=[CH:17][C:16]([F:19])=[CH:15][CH:14]=2)[C@H:10]([CH2:20][N:21]2[C:29](=[O:30])[C:28]3[C:23](=[CH:24][CH:25]=[CH:26][CH:27]=3)[C:22]2=[O:31])[CH2:9]1)C1C=CC=CC=1.[C:40](O[C:40]([O:42][C:43]([CH3:46])([CH3:45])[CH3:44])=[O:41])([O:42][C:43]([CH3:46])([CH3:45])[CH3:44])=[O:41]. The catalyst class is: 63. (3) Reactant: [C:1]1(C)[CH:6]=[CH:5][CH:4]=[CH:3][CH:2]=1.[C:8]([CH2:10][C:11]([NH2:13])=[O:12])#[N:9].C1(=O)CCCCC1.C([O-])(=O)C.[NH4+]. Product: [C:1]1(=[C:10]([C:8]#[N:9])[C:11]([NH2:13])=[O:12])[CH2:6][CH2:5][CH2:4][CH2:3][CH2:2]1. The catalyst class is: 15. (4) Reactant: [Br:1][C:2]1[CH:3]=[C:4]([CH:7]=[C:8]([Br:10])[CH:9]=1)[CH2:5][OH:6].N1C=CN=C1.[C:16]([Si:20]([CH3:23])([CH3:22])Cl)([CH3:19])([CH3:18])[CH3:17]. Product: [C:16]([Si:20]([O:6][CH2:5][C:4]1[CH:3]=[C:2]([Br:1])[CH:9]=[C:8]([Br:10])[CH:7]=1)([CH3:23])[CH3:22])([CH3:19])([CH3:18])[CH3:17]. The catalyst class is: 3. (5) Reactant: [CH:1]([C:3]1[CH:4]=[C:5]([CH:8]=[C:9]([C:11]#[C:12][CH2:13][OH:14])[CH:10]=1)[C:6]#[N:7])=[O:2].N1C=CN=C1.[Si:20](Cl)([C:23]([CH3:26])([CH3:25])[CH3:24])([CH3:22])[CH3:21]. Product: [C:23]([Si:20]([CH3:22])([CH3:21])[O:14][CH2:13][C:12]#[C:11][C:9]1[CH:8]=[C:5]([CH:4]=[C:3]([CH:1]=[O:2])[CH:10]=1)[C:6]#[N:7])([CH3:26])([CH3:25])[CH3:24]. The catalyst class is: 215. (6) The catalyst class is: 8. Product: [F:21][C:2]([F:1])([F:20])[C:3]1[CH:15]=[C:14]([C:16]([F:19])([F:18])[F:17])[CH:13]=[CH:12][C:4]=1[CH2:5][N:6]1[CH2:9][CH:8](/[CH:10]=[C:28]2/[C:24]([NH:23][CH3:22])=[N:25][C:26](=[O:29])[S:27]/2)[CH2:7]1. Reactant: [F:1][C:2]([F:21])([F:20])[C:3]1[CH:15]=[C:14]([C:16]([F:19])([F:18])[F:17])[CH:13]=[CH:12][C:4]=1[CH2:5][N:6]1[CH2:9][CH:8]([CH:10]=O)[CH2:7]1.[CH3:22][NH:23][C:24]1[CH2:28][S:27][C:26](=[O:29])[N:25]=1.CC(C)([O-])C.[K+].O.